Dataset: HIV replication inhibition screening data with 41,000+ compounds from the AIDS Antiviral Screen. Task: Binary Classification. Given a drug SMILES string, predict its activity (active/inactive) in a high-throughput screening assay against a specified biological target. (1) The result is 0 (inactive). The molecule is COc1cccc(C2c3cc4c(cc3OC(N3CCCCC3)C2C)OCO4)c1OC. (2) The compound is O=C1c2c(O)cccc2C(C2OC(CO)C(O)C(O)C2O)c2cc(CO)cc(O)c21. The result is 0 (inactive).